Dataset: Peptide-MHC class II binding affinity with 134,281 pairs from IEDB. Task: Regression. Given a peptide amino acid sequence and an MHC pseudo amino acid sequence, predict their binding affinity value. This is MHC class II binding data. (1) The peptide sequence is ALIAAFSIRPGLLIG. The MHC is HLA-DQA10201-DQB10301 with pseudo-sequence HLA-DQA10201-DQB10301. The binding affinity (normalized) is 0.834. (2) The peptide sequence is VEDNLVKLKNVLNVY. The binding affinity (normalized) is 0. The MHC is HLA-DQA10101-DQB10501 with pseudo-sequence HLA-DQA10101-DQB10501. (3) The binding affinity (normalized) is 0.625. The MHC is DRB1_0901 with pseudo-sequence DRB1_0901. The peptide sequence is AFKVVATAANAAPAN. (4) The peptide sequence is INLIIHYVHRAGALG. The binding affinity (normalized) is 0.386. The MHC is HLA-DPA10201-DPB10101 with pseudo-sequence HLA-DPA10201-DPB10101. (5) The peptide sequence is EKKYFAAVQFEPLAA. The MHC is DRB1_1602 with pseudo-sequence DRB1_1602. The binding affinity (normalized) is 0.749.